Predict which catalyst facilitates the given reaction. From a dataset of Catalyst prediction with 721,799 reactions and 888 catalyst types from USPTO. (1) Reactant: [NH:1]([CH2:5][CH2:6][OH:7])[CH2:2][CH2:3][OH:4].Br[C:9]1[S:10][CH:11]=[CH:12][N:13]=1. Product: [S:10]1[CH:11]=[CH:12][N:13]=[C:9]1[N:1]([CH2:5][CH2:6][OH:7])[CH2:2][CH2:3][OH:4]. The catalyst class is: 8. (2) Product: [CH3:20][N:17]1[CH2:16][C:15]2[C:4]3[C:3](=[CH:2][CH:7]=[C:6]([N+:8]([O-:10])=[O:9])[CH:5]=3)[C:11]([CH3:13])([CH3:12])[C:14]=2[CH:19]=[CH:18]1. The catalyst class is: 416. Reactant: Br[C:2]1[CH:7]=[C:6]([N+:8]([O-:10])=[O:9])[CH:5]=[CH:4][C:3]=1[C:11]([C:14]1[CH2:15][CH2:16][N:17]([CH3:20])[CH2:18][CH:19]=1)([CH3:13])[CH3:12].CCN(C(C)C)C(C)C. (3) Reactant: C(OC([NH:11][C@@H:12]([CH2:33][C:34]1[CH:39]=[CH:38][CH:37]=[CH:36][CH:35]=1)[C@H:13]([OH:32])[CH2:14][N:15]([CH2:23][C:24]1[CH:29]=[CH:28][CH:27]=[C:26]([O:30][CH3:31])[CH:25]=1)[C:16](=[O:22])[O:17][C:18]([CH3:21])([CH3:20])[CH3:19])=O)C1C=CC=CC=1.[H][H]. Product: [NH2:11][C@@H:12]([CH2:33][C:34]1[CH:35]=[CH:36][CH:37]=[CH:38][CH:39]=1)[C@H:13]([OH:32])[CH2:14][N:15]([CH2:23][C:24]1[CH:29]=[CH:28][CH:27]=[C:26]([O:30][CH3:31])[CH:25]=1)[C:16](=[O:22])[O:17][C:18]([CH3:21])([CH3:19])[CH3:20]. The catalyst class is: 43. (4) Reactant: [H][H].C(OC([N:13]1[C:21]2[C:16](=[CH:17][CH:18]=[CH:19][CH:20]=2)[CH2:15][CH:14]1[CH2:22][C:23](=[O:30])[CH2:24][C:25]([O:27][CH2:28][CH3:29])=[O:26])=O)C1C=CC=CC=1. Product: [CH2:28]([O:27][C:25]([CH2:24][C:23](=[O:30])[CH2:22][CH:14]1[CH2:15][C:16]2[C:21](=[CH:20][CH:19]=[CH:18][CH:17]=2)[NH:13]1)=[O:26])[CH3:29]. The catalyst class is: 723. (5) Reactant: [NH2:1][C:2]1[N:7]=[C:6]([C:8]([F:11])([F:10])[F:9])[CH:5]=[CH:4][N:3]=1.[Br:12]N1C(=O)CCC1=O.C(Cl)Cl.[OH-].[Na+]. Product: [Br:12][C:5]1[C:6]([C:8]([F:11])([F:9])[F:10])=[N:7][C:2]([NH2:1])=[N:3][CH:4]=1. The catalyst class is: 22. (6) Reactant: [C:1]1([S:7][CH2:8][CH2:9][OH:10])[CH:6]=[CH:5][CH:4]=[CH:3][CH:2]=1.[C:11](OC)(=[O:15])[C:12]([CH3:14])=[CH2:13].CC1C=C(C)C=C(C(C)(C)C)C=1O. Product: [C:11]([O:10][CH2:9][CH2:8][S:7][C:1]1[CH:6]=[CH:5][CH:4]=[CH:3][CH:2]=1)(=[O:15])[C:12]([CH3:14])=[CH2:13]. The catalyst class is: 244.